Dataset: Reaction yield outcomes from USPTO patents with 853,638 reactions. Task: Predict the reaction yield, written as a fraction of the theoretical maximum amount of product (1.0 means a 100% yield; for example, 0.34 means a 34% yield). (1) The reactants are [C:1]([NH:6][NH:7][C:8](=O)[C:9]1[CH:14]=[CH:13][CH:12]=[C:11]([N+:15]([O-:17])=[O:16])[CH:10]=1)(=O)[CH:2]([CH3:4])[CH3:3].COC1C=CC(P2(SP(C3C=CC(OC)=CC=3)(=S)S2)=[S:28])=CC=1. The catalyst is C1(C)C=CC=CC=1. The product is [CH:2]([C:1]1[S:28][C:8]([C:9]2[CH:14]=[CH:13][CH:12]=[C:11]([N+:15]([O-:17])=[O:16])[CH:10]=2)=[N:7][N:6]=1)([CH3:4])[CH3:3]. The yield is 0.750. (2) The reactants are [O:1]=[C:2]1[C:7]([CH2:8][C:9]2[CH:14]=[CH:13][C:12]([C:15]3[CH:20]=[CH:19][CH:18]=[CH:17][C:16]=3[C:21]3[NH:25][C:24](=[O:26])[O:23][N:22]=3)=[CH:11][CH:10]=2)=[C:6]([CH2:27][CH2:28][CH3:29])[N:5]2[N:30]=[CH:31][N:32]=[C:4]2[N:3]1[C@H:33]1[CH2:38][CH2:37][C@H:36]([C:39]([NH2:41])=O)[CH2:35][CH2:34]1.N1C=CC=CC=1.FC(F)(F)C(OC(=O)C(F)(F)F)=O. The catalyst is O1CCCC1.C(OCC)(=O)C. The product is [O:1]=[C:2]1[C:7]([CH2:8][C:9]2[CH:14]=[CH:13][C:12]([C:15]3[CH:20]=[CH:19][CH:18]=[CH:17][C:16]=3[C:21]3[NH:25][C:24](=[O:26])[O:23][N:22]=3)=[CH:11][CH:10]=2)=[C:6]([CH2:27][CH2:28][CH3:29])[N:5]2[N:30]=[CH:31][N:32]=[C:4]2[N:3]1[C@H:33]1[CH2:34][CH2:35][C@H:36]([C:39]#[N:41])[CH2:37][CH2:38]1. The yield is 0.600.